Dataset: Full USPTO retrosynthesis dataset with 1.9M reactions from patents (1976-2016). Task: Predict the reactants needed to synthesize the given product. (1) Given the product [C:1]([O:5][C:6]([N:8]1[CH2:11][CH:10]([N:16]2[CH2:17][C:14]([OH:18])([CH3:13])[CH2:15]2)[CH2:9]1)=[O:7])([CH3:4])([CH3:3])[CH3:2], predict the reactants needed to synthesize it. The reactants are: [C:1]([O:5][C:6]([N:8]1[CH2:11][C:10](=O)[CH2:9]1)=[O:7])([CH3:4])([CH3:3])[CH3:2].[CH3:13][C:14]1([OH:18])[CH2:17][NH:16][CH2:15]1.C(O[BH-](OC(=O)C)OC(=O)C)(=O)C.[Na+]. (2) Given the product [F:1][C:2]1[CH:7]=[CH:6][CH:5]=[C:4]([F:8])[C:3]=1[NH:9][C:10]([C:12]1[CH:16]=[CH:15][N:14]([CH2:24][C:25]2[CH:30]=[C:29]([C:31]([F:34])([F:33])[F:32])[CH:28]=[CH:27][C:26]=2[O:35][CH2:36][C:37]2[CH:42]=[CH:41][CH:40]=[CH:39][CH:38]=2)[N:13]=1)=[O:11], predict the reactants needed to synthesize it. The reactants are: [F:1][C:2]1[CH:7]=[CH:6][CH:5]=[C:4]([F:8])[C:3]=1[NH:9][C:10]([C:12]1[CH:16]=[CH:15][NH:14][N:13]=1)=[O:11].C(=O)([O-])[O-].[K+].[K+].Br[CH2:24][C:25]1[CH:30]=[C:29]([C:31]([F:34])([F:33])[F:32])[CH:28]=[CH:27][C:26]=1[O:35][CH2:36][C:37]1[CH:42]=[CH:41][CH:40]=[CH:39][CH:38]=1. (3) Given the product [O:18]1[C:22]2[CH:23]=[CH:24][C:25]([C:2]3[CH:3]=[C:4]4[C:8](=[CH:9][CH:10]=3)[NH:7][C:6]3[C:11]([CH:15]([CH3:17])[CH3:16])=[N:12][CH:13]=[CH:14][C:5]4=3)=[CH:26][C:21]=2[CH2:20][CH2:19]1, predict the reactants needed to synthesize it. The reactants are: Br[C:2]1[CH:3]=[C:4]2[C:8](=[CH:9][CH:10]=1)[NH:7][C:6]1[C:11]([CH:15]([CH3:17])[CH3:16])=[N:12][CH:13]=[CH:14][C:5]2=1.[O:18]1[C:22]2[CH:23]=[CH:24][C:25](B(O)O)=[CH:26][C:21]=2[CH2:20][CH2:19]1.C(=O)([O-])[O-].[K+].[K+]. (4) Given the product [Cl:30][C:27]1[CH:26]=[CH:25][C:24]([C@H:23]2[N:18]3[C:19]([S:20][C:16]([C:14]([N:10]4[CH2:11][CH2:12][CH2:13][C@H:9]4[C:8]([NH:7][CH2:6][CH2:5][OH:4])=[O:42])=[O:15])=[C:17]3[CH:39]([CH3:40])[CH3:41])=[N:21][C@:22]2([C:32]2[CH:33]=[CH:34][C:35]([Cl:38])=[CH:36][CH:37]=2)[CH3:31])=[CH:29][CH:28]=1, predict the reactants needed to synthesize it. The reactants are: C([O:4][CH2:5][CH2:6][NH:7][C:8](=[O:42])[C@@H:9]1[CH2:13][CH2:12][CH2:11][N:10]1[C:14]([C:16]1[S:20][C:19]2=[N:21][C@:22]([C:32]3[CH:37]=[CH:36][C:35]([Cl:38])=[CH:34][CH:33]=3)([CH3:31])[C@@H:23]([C:24]3[CH:29]=[CH:28][C:27]([Cl:30])=[CH:26][CH:25]=3)[N:18]2[C:17]=1[CH:39]([CH3:41])[CH3:40])=[O:15])(=O)C.C[O-].[Na+].CO. (5) Given the product [C:20]([O:24][CH:25]([C:31]1[C:35]([C:9]2[CH:10]=[CH:11][C:12]3[O:17][CH2:16][C:15](=[O:18])[NH:14][C:13]=3[CH:19]=2)=[C:34]([CH3:45])[S:33][C:32]=1[CH3:46])[C:26]([O:28][CH2:29][CH3:30])=[O:27])([CH3:23])([CH3:22])[CH3:21], predict the reactants needed to synthesize it. The reactants are: C(=O)([O-])[O-].[Na+].[Na+].O.Br[C:9]1[CH:10]=[CH:11][C:12]2[O:17][CH2:16][C:15](=[O:18])[NH:14][C:13]=2[CH:19]=1.[C:20]([O:24][CH:25]([C:31]1[C:35](B2OC(C)(C)C(C)(C)O2)=[C:34]([CH3:45])[S:33][C:32]=1[CH3:46])[C:26]([O:28][CH2:29][CH3:30])=[O:27])([CH3:23])([CH3:22])[CH3:21]. (6) Given the product [F:26][CH:2]([F:1])[C:3]1[CH:8]=[CH:7][N:6]=[C:5]([NH:9][C:10]2[CH:15]=[C:14]([C:28]3[CH:29]=[N:30][N:31]([CH:33]([C:35]([CH3:37])=[CH2:36])[CH3:34])[CH:32]=3)[CH:13]=[C:12]([CH3:25])[CH:11]=2)[N:4]=1, predict the reactants needed to synthesize it. The reactants are: [F:1][CH:2]([F:26])[C:3]1[CH:8]=[CH:7][N:6]=[C:5]([NH:9][C:10]2[CH:15]=[C:14](B3OC(C)(C)C(C)(C)O3)[CH:13]=[C:12]([CH3:25])[CH:11]=2)[N:4]=1.Br[C:28]1[CH:29]=[N:30][N:31]([CH:33]([C:35]([CH3:37])=[CH2:36])[CH3:34])[CH:32]=1.C(=O)([O-])[O-].[Na+].[Na+]. (7) Given the product [F:22][C:21]1[C:16]([C:11]2[N:12]=[C:13]([CH3:15])[N:14]=[C:9]([N:8]([CH2:37][C:38]3[CH:43]=[CH:42][C:41]([O:44][CH3:45])=[CH:40][CH:39]=3)[CH2:7][C:6]3[CH:46]=[CH:47][C:3]([O:2][CH3:1])=[CH:4][CH:5]=3)[N:10]=2)=[CH:17][C:18]([CH2:23][N:24]2[CH2:29][CH2:28][N:27]([S:62]([CH3:61])(=[O:64])=[O:63])[CH2:26][CH2:25]2)=[CH:19][N:20]=1, predict the reactants needed to synthesize it. The reactants are: [CH3:1][O:2][C:3]1[CH:47]=[CH:46][C:6]([CH2:7][N:8]([CH2:37][C:38]2[CH:43]=[CH:42][C:41]([O:44][CH3:45])=[CH:40][CH:39]=2)[C:9]2[N:14]=[C:13]([CH3:15])[N:12]=[C:11]([C:16]3[CH:17]=[C:18]([CH2:23][N:24]4[CH2:29][CH2:28][N:27](C(OC(C)(C)C)=O)[CH2:26][CH2:25]4)[CH:19]=[N:20][C:21]=3[F:22])[N:10]=2)=[CH:5][CH:4]=1.FC(F)(F)C(O)=O.C(=O)([O-])[O-].[Na+].[Na+].[CH3:61][S:62](Cl)(=[O:64])=[O:63]. (8) Given the product [CH3:1][N:2]([CH3:26])[C:3]([N:5]1[C:14]2[C:9](=[CH:10][CH:11]=[CH:12][CH:13]=2)[C:8]2([CH2:15][CH2:16][N:17]([CH:20]3[CH2:25][CH2:24][N:23]([C:34]([O:35][CH2:36][C:37]#[C:38][CH3:39])=[O:40])[CH2:22][CH2:21]3)[CH2:18][CH2:19]2)[CH2:7][CH2:6]1)=[O:4], predict the reactants needed to synthesize it. The reactants are: [CH3:1][N:2]([CH3:26])[C:3]([N:5]1[C:14]2[C:9](=[CH:10][CH:11]=[CH:12][CH:13]=2)[C:8]2([CH2:19][CH2:18][N:17]([CH:20]3[CH2:25][CH2:24][NH:23][CH2:22][CH2:21]3)[CH2:16][CH2:15]2)[CH2:7][CH2:6]1)=[O:4].C(N(CC)CC)C.[C:34](Cl)(=[O:40])[O:35][CH2:36][C:37]#[C:38][CH3:39].